This data is from Reaction yield outcomes from USPTO patents with 853,638 reactions. The task is: Predict the reaction yield, written as a fraction of the theoretical maximum amount of product (1.0 means a 100% yield; for example, 0.34 means a 34% yield). (1) The reactants are [CH2:1]([O:4][C:5]1[N:10]=[C:9](S(C)(=O)=O)[N:8]=[C:7]([C:15]([O:17][CH2:18][CH3:19])=[O:16])[C:6]=1[O:20][CH2:21][C:22]1[CH:27]=[CH:26][CH:25]=[CH:24][CH:23]=1)[CH:2]=[CH2:3].[NH:28]1[CH2:33][CH2:32][CH:31]([CH2:34][OH:35])[CH2:30][CH2:29]1. The catalyst is C1COCC1.C(OCC)(=O)C. The product is [CH2:1]([O:4][C:5]1[N:10]=[C:9]([N:28]2[CH2:33][CH2:32][CH:31]([CH2:34][OH:35])[CH2:30][CH2:29]2)[N:8]=[C:7]([C:15]([O:17][CH2:18][CH3:19])=[O:16])[C:6]=1[O:20][CH2:21][C:22]1[CH:27]=[CH:26][CH:25]=[CH:24][CH:23]=1)[CH:2]=[CH2:3]. The yield is 0.580. (2) The catalyst is C(Cl)Cl. The product is [C:9]([O:8][CH2:7][CH:6]([C:12]1[CH:17]=[CH:16][C:15]([NH2:18])=[C:14]([Br:26])[CH:13]=1)[CH2:5][O:4][C:1](=[O:3])[CH3:2])(=[O:11])[CH3:10]. The yield is 0.890. The reactants are [C:1]([O:4][CH2:5][CH:6]([C:12]1[CH:17]=[CH:16][C:15]([NH2:18])=[CH:14][CH:13]=1)[CH2:7][O:8][C:9](=[O:11])[CH3:10])(=[O:3])[CH3:2].C1C(=O)N([Br:26])C(=O)C1.